Dataset: Catalyst prediction with 721,799 reactions and 888 catalyst types from USPTO. Task: Predict which catalyst facilitates the given reaction. (1) Reactant: [CH3:1][C:2]([OH:12])([CH2:5][CH2:6][CH:7]([CH3:11])[CH:8]([CH3:10])[CH3:9])[C:3]#[CH:4].C1(C)C=CC(S(O)(=O)=O)=CC=1.[C:24](OC(=O)C)(=[O:26])[CH3:25]. Product: [C:24]([O:12][C:2]([CH3:1])([CH2:5][CH2:6][CH:7]([CH3:11])[CH:8]([CH3:9])[CH3:10])[C:3]#[CH:4])(=[O:26])[CH3:25]. The catalyst class is: 6. (2) Reactant: [CH3:1][O:2][C:3]1[CH:8]=[CH:7][C:6]([NH2:9])=[CH:5][CH:4]=1.C(N(CC)CC)C.[CH3:17][C:18]1[CH:26]=[CH:25][CH:24]=[CH:23][C:19]=1[C:20](Cl)=[O:21].O. Product: [CH3:1][O:2][C:3]1[CH:8]=[CH:7][C:6]([NH:9][C:20](=[O:21])[C:19]2[CH:23]=[CH:24][CH:25]=[CH:26][C:18]=2[CH3:17])=[CH:5][CH:4]=1. The catalyst class is: 119.